From a dataset of Experimentally validated miRNA-target interactions with 360,000+ pairs, plus equal number of negative samples. Binary Classification. Given a miRNA mature sequence and a target amino acid sequence, predict their likelihood of interaction. (1) The miRNA is hsa-miR-5047 with sequence UUGCAGCUGCGGUUGUAAGGU. The protein sequence of the target gene is MTTMVNVDTLPEYEKSQIKRALELGTVMTVFNARKSTPERRTVQMIMETRQVAWSKTADKIEGFLDIMEIKEIRPGKNSKDFERAKAVRHKAECCFTILYGTQFVLSTLSLATDSKEDAVKWLSGLKILHQEAMSASTPTMIESWLRKQIYSVDQTRRNSISLRELKTILPLVNFKVSGIKFLKDKLVEIGAQKDELSFEQFHLFYKKLMFDQQKSILDEFKKDSSVFILGNTDRPDASAVYLQDFQRFLLHEQQELWAQDLNKVRERMTKFIDDTMRETAEPFLFVDEFLTYLFSRENS.... Result: 0 (no interaction). (2) The miRNA is mmu-miR-764-5p with sequence GGUGCUCACAUGUCCUCCU. The protein sequence of the target gene is MMYALFLLSVGLVMGFVGFSSKPSPIYGGLVLIVSGVVGCVIILNFGGGYMGLMVFLIYLGGMMVVFGYTTAMAIEEYPEAWGSGVEVLVSVLVGLAMEVGLVLWVKEYDGVVVVVNFNSVGSWMIYEGEGSGLIREDPIGAGALYDYGRWLVVVTGWTLFVGVYIVIEIARGN. Result: 0 (no interaction). (3) The miRNA is hsa-miR-4432 with sequence AAAGACUCUGCAAGAUGCCU. The protein sequence of the target gene is MQPVMLALWSLLLLWGLATPCQELLETVGTLARIDKDELGKAIQNSLVGEPILQNVLGSVTAVNRGLLGSGGLLGGGGLLGHGGVFGVVEELSGLKIEELTLPKVLLKLLPGFGVQLSLHTKVGMHCSGPLGGLLQLAAEVNVTSRVALAVSSRGTPILILKRCSTLLGHISLFSGLLPTPLFGVVEQMLFKVLPGLLCPVVDSVLGVVNELLGAVLGLVSLGALGSVEFSLATLPLISNQYIELDINPIVKSVAGDIIDFPKSRAPAKVPPKKDHTSQVMVPLYLFNTTFGLLQTNGAL.... Result: 0 (no interaction). (4) The miRNA is hsa-miR-335-3p with sequence UUUUUCAUUAUUGCUCCUGACC. The protein sequence of the target gene is MSEAVRVPSPATPLVVAAPAPEERKGKESEREKLPPIVSAGAGATAGLDRGAKGQISTFSSFISAVSPKKEAAENRSSPAHLVFPNIKNVREPPPICLDVRQKQRTSMDASSSEMKAPVLPEPILPIQPKTVKDFQEDVEKVKSSGDWKAVHDFYLTTFDSFPELNAAFKKDATASFNTIEDSGINAKFVNAVYDTLLNTPQDVQKTVLKGIINSLLREWKGPRTKDDLRAYFILLQNPQFNNTSTYVIYAHLLRQIATLVEADHHFLVHWFKKLSQKRFKQLVERLLQFISLRLFPAKP.... Result: 0 (no interaction).